From a dataset of Full USPTO retrosynthesis dataset with 1.9M reactions from patents (1976-2016). Predict the reactants needed to synthesize the given product. (1) Given the product [CH2:11]([N:18]1[C:6](=[O:7])[C@H:4]([OH:5])[C@@H:2]([OH:3])[C:1]1=[O:10])[C:12]1[CH:17]=[CH:16][CH:15]=[CH:14][CH:13]=1, predict the reactants needed to synthesize it. The reactants are: [C:1]([OH:10])(=O)[C@@H:2]([C@H:4]([C:6](O)=[O:7])[OH:5])[OH:3].[CH2:11]([NH2:18])[C:12]1[CH:17]=[CH:16][CH:15]=[CH:14][CH:13]=1.O. (2) The reactants are: C([O:8][CH2:9][CH2:10][C:11]1[N:15]([C:16]2[CH:21]=[CH:20][C:19]([C:22]([NH:24][CH2:25][CH3:26])=[O:23])=[CH:18][CH:17]=2)[N:14]=[N:13][C:12]=1[C:27]([NH:29][CH:30]1[CH2:32][CH2:31]1)=[O:28])C1C=CC=CC=1. Given the product [CH:30]1([NH:29][C:27]([C:12]2[N:13]=[N:14][N:15]([C:16]3[CH:17]=[CH:18][C:19]([C:22]([NH:24][CH2:25][CH3:26])=[O:23])=[CH:20][CH:21]=3)[C:11]=2[CH2:10][CH2:9][OH:8])=[O:28])[CH2:31][CH2:32]1, predict the reactants needed to synthesize it. (3) Given the product [Cl:1][CH2:2][C:3]1[CH:12]=[CH:11][C:6]2[C:7](=[O:10])[N:8]([C:19]([C:13]3[CH:18]=[CH:17][CH:16]=[CH:15][CH:14]=3)([C:26]3[CH:27]=[CH:28][CH:29]=[CH:30][CH:31]=3)[C:20]3[CH:21]=[CH:22][CH:23]=[CH:24][CH:25]=3)[O:9][C:5]=2[CH:4]=1, predict the reactants needed to synthesize it. The reactants are: [Cl:1][CH2:2][C:3]1[CH:12]=[CH:11][C:6]2[C:7]([OH:10])=[N:8][O:9][C:5]=2[CH:4]=1.[C:13]1([C:19](Cl)([C:26]2[CH:31]=[CH:30][CH:29]=[CH:28][CH:27]=2)[C:20]2[CH:25]=[CH:24][CH:23]=[CH:22][CH:21]=2)[CH:18]=[CH:17][CH:16]=[CH:15][CH:14]=1.N1C=CC=CC=1.O. (4) Given the product [CH2:21]([C:23]1[C:28](/[CH:29]=[CH:30]/[O:31][CH3:32])=[CH:27][CH:26]=[CH:25][C:24]=1[C:2]1[S:3][C:4]([C:7]2[CH:12]=[CH:11][C:10]([O:13][CH:14]([CH3:16])[CH3:15])=[C:9]([C:17]([F:20])([F:19])[F:18])[CH:8]=2)=[N:5][N:6]=1)[CH3:22], predict the reactants needed to synthesize it. The reactants are: Br[C:2]1[S:3][C:4]([C:7]2[CH:12]=[CH:11][C:10]([O:13][CH:14]([CH3:16])[CH3:15])=[C:9]([C:17]([F:20])([F:19])[F:18])[CH:8]=2)=[N:5][N:6]=1.[CH2:21]([C:23]1[C:28](/[CH:29]=[CH:30]/[O:31][CH3:32])=[CH:27][CH:26]=[CH:25][C:24]=1B1OC(C)(C)C(C)(C)O1)[CH3:22].P([O-])([O-])([O-])=O.[K+].[K+].[K+].